Dataset: Full USPTO retrosynthesis dataset with 1.9M reactions from patents (1976-2016). Task: Predict the reactants needed to synthesize the given product. (1) Given the product [ClH:18].[C:1]([C:5]1[N:6]=[C:7]([N:12]2[CH2:13][CH2:14][N:15]([CH2:19][CH2:20][CH2:21][CH2:22][N:23]3[C:29]4[CH:30]=[CH:31][CH:32]=[CH:33][C:28]=4[C:27](=[O:34])[CH2:26][CH2:25][C:24]3=[O:35])[CH2:16][CH2:17]2)[CH:8]=[C:9]([CH3:11])[N:10]=1)([CH3:4])([CH3:2])[CH3:3], predict the reactants needed to synthesize it. The reactants are: [C:1]([C:5]1[N:10]=[C:9]([CH3:11])[CH:8]=[C:7]([N:12]2[CH2:17][CH2:16][NH:15][CH2:14][CH2:13]2)[N:6]=1)([CH3:4])([CH3:3])[CH3:2].[Cl:18][CH2:19][CH2:20][CH2:21][CH2:22][N:23]1[C:29]2[CH:30]=[CH:31][CH:32]=[CH:33][C:28]=2[C:27](=[O:34])[CH2:26][CH2:25][C:24]1=[O:35]. (2) Given the product [OH:8][C:9]1[CH:14]=[CH:13][C:12]([CH2:15][C:16]([CH3:27])([O:20][C:21]2[CH:22]=[CH:23][CH:24]=[CH:25][CH:26]=2)[C:17]([OH:19])=[O:18])=[CH:11][C:10]=1[O:28][CH3:29], predict the reactants needed to synthesize it. The reactants are: C([O:8][C:9]1[CH:14]=[CH:13][C:12]([CH2:15][C:16]([CH3:27])([O:20][C:21]2[CH:26]=[CH:25][CH:24]=[CH:23][CH:22]=2)[C:17]([OH:19])=[O:18])=[CH:11][C:10]=1[O:28][CH3:29])C1C=CC=CC=1. (3) Given the product [CH3:33][O:32][C:25]1[CH:26]=[C:27]([O:30][CH3:31])[CH:28]=[CH:29][C:24]=1[CH2:23][N:8]1[C:9]([C:10]2[CH:11]=[C:12]3[C:16](=[CH:17][CH:18]=2)[NH:15][C:14]([CH2:19][N:20]([CH3:22])[CH3:21])=[CH:13]3)=[C:4]([CH2:1][CH2:2][CH3:3])[C:5]([OH:38])=[C:6]([C:35]([OH:37])=[O:36])[C:7]1=[O:34], predict the reactants needed to synthesize it. The reactants are: [CH2:1]([C:4]1[C:5]([OH:38])=[C:6]([C:35]([OH:37])=[O:36])[C:7](=[O:34])[N:8]([CH2:23][C:24]2[CH:29]=[CH:28][C:27]([O:30][CH3:31])=[CH:26][C:25]=2[O:32][CH3:33])[C:9]=1[C:10]1[CH:11]=[C:12]2[C:16](=[CH:17][CH:18]=1)[NH:15][C:14]([CH2:19][N:20]([CH3:22])[CH3:21])=[CH:13]2)[CH:2]=[CH2:3]. (4) Given the product [CH3:49][O:48][C:39]1[CH:40]=[CH:41][C:42]2[C:47](=[CH:46][CH:45]=[CH:44][CH:43]=2)[C:38]=1[CH2:37][N:16]1[C:15](=[O:34])[C@@H:14]([NH:13][C:11](=[O:12])[C@@H:10]([N:2]([CH3:1])[C:3](=[O:9])[O:4][C:5]([CH3:6])([CH3:7])[CH3:8])[CH3:35])[C@H:20]([CH3:21])[N:19]([C:22]([CH:24]2[CH2:29][CH2:28][O:27][CH2:26][CH2:25]2)=[O:23])[C:18]2[CH:30]=[CH:31][CH:32]=[CH:33][C:17]1=2, predict the reactants needed to synthesize it. The reactants are: [CH3:1][N:2]([C@@H:10]([CH3:35])[C:11]([NH:13][C@H:14]1[C@H:20]([CH3:21])[N:19]([C:22]([CH:24]2[CH2:29][CH2:28][O:27][CH2:26][CH2:25]2)=[O:23])[C:18]2[CH:30]=[CH:31][CH:32]=[CH:33][C:17]=2[NH:16][C:15]1=[O:34])=[O:12])[C:3](=[O:9])[O:4][C:5]([CH3:8])([CH3:7])[CH3:6].Cl[CH2:37][C:38]1[C:47]2[C:42](=[CH:43][CH:44]=[CH:45][CH:46]=2)[CH:41]=[CH:40][C:39]=1[O:48][CH3:49].C(=O)([O-])[O-].[Cs+].[Cs+].[I-].[Na+]. (5) The reactants are: [Br:1][C:2]1[S:6][N:5]=[C:4](CBr)[CH:3]=1.[C:9](=[O:12])([O-])[O-:10].[Na+].[Na+].[Mn]([O-])(=O)(=O)=O.[K+]. Given the product [Br:1][C:2]1[S:6][N:5]=[C:4]([C:9]([OH:10])=[O:12])[CH:3]=1, predict the reactants needed to synthesize it. (6) Given the product [CH3:21][N:17]1[C:18]2[C:14](=[CH:13][C:12]([N:8]3[CH2:7][C@H:6]([C:4]([NH2:1])=[O:3])[O:10][C:9]3=[O:11])=[CH:20][CH:19]=2)[CH2:15][C:16]1=[O:22], predict the reactants needed to synthesize it. The reactants are: [NH3:1].C[O:3][C:4]([C@@H:6]1[O:10][C:9](=[O:11])[N:8]([C:12]2[CH:13]=[C:14]3[C:18](=[CH:19][CH:20]=2)[N:17]([CH3:21])[C:16](=[O:22])[CH2:15]3)[CH2:7]1)=O.